This data is from Forward reaction prediction with 1.9M reactions from USPTO patents (1976-2016). The task is: Predict the product of the given reaction. (1) Given the reactants [CH3:1][O:2][CH:3]([C:7]1[CH:12]=[CH:11][C:10]([C:13]2[N:14]=[N:15][N:16]([CH3:18])[N:17]=2)=[CH:9][CH:8]=1)[C:4]([OH:6])=O.C(N(CC)C(C)C)(C)C.COCCN(S(F)(F)F)CCOC.Cl.[CH3:42][NH:43][O:44][CH3:45].C([O-])(O)=O.[Na+], predict the reaction product. The product is: [CH3:45][O:44][N:43]([CH3:42])[C:4](=[O:6])[CH:3]([O:2][CH3:1])[C:7]1[CH:12]=[CH:11][C:10]([C:13]2[N:14]=[N:15][N:16]([CH3:18])[N:17]=2)=[CH:9][CH:8]=1. (2) Given the reactants Cl[C:2]1[C:7]([NH2:8])=[CH:6][CH:5]=[CH:4][N:3]=1.[N+:9]([C:12]1[CH:13]=[C:14]([CH:18]=[CH:19][CH:20]=1)[C:15](Cl)=[O:16])([O-:11])=[O:10].C(O)(=O)C, predict the reaction product. The product is: [N+:9]([C:12]1[CH:13]=[C:14]([C:15]2[O:16][C:2]3[C:7]([N:8]=2)=[CH:6][CH:5]=[CH:4][N:3]=3)[CH:18]=[CH:19][CH:20]=1)([O-:11])=[O:10].